From a dataset of Reaction yield outcomes from USPTO patents with 853,638 reactions. Predict the reaction yield, written as a fraction of the theoretical maximum amount of product (1.0 means a 100% yield; for example, 0.34 means a 34% yield). The reactants are C(OC([N:6]1[C:34]2[C:29](=[CH:30][CH:31]=[C:32]([Cl:35])[CH:33]=2)[C:8]2([CH:13]([C:14]3[CH:19]=[CH:18][CH:17]=[C:16]([Cl:20])[CH:15]=3)[CH2:12][C:11](=[O:21])[NH:10][CH:9]2[C:22]2[CH:27]=[CH:26][C:25]([Cl:28])=[CH:24][CH:23]=2)[C:7]1=[O:36])=O)C.[OH-].[Na+]. The catalyst is CO. The product is [Cl:35][C:32]1[CH:33]=[C:34]2[NH:6][C:7](=[O:36])[C:8]3([CH:13]([C:14]4[CH:19]=[CH:18][CH:17]=[C:16]([Cl:20])[CH:15]=4)[CH2:12][C:11](=[O:21])[NH:10][CH:9]3[C:22]3[CH:27]=[CH:26][C:25]([Cl:28])=[CH:24][CH:23]=3)[C:29]2=[CH:30][CH:31]=1. The yield is 0.510.